Predict the reactants needed to synthesize the given product. From a dataset of Full USPTO retrosynthesis dataset with 1.9M reactions from patents (1976-2016). Given the product [CH3:18][O:17][CH2:16][CH2:15][N:4]1[C:3](=[O:19])[C:2]([NH:30][C:29]2[CH:28]=[CH:27][C:26]([N:20]3[CH2:25][CH2:24][O:23][CH2:22][CH2:21]3)=[CH:32][CH:31]=2)=[C:6]([C:7]2[CH:12]=[CH:11][CH:10]=[CH:9][CH:8]=2)[S:5]1(=[O:14])=[O:13], predict the reactants needed to synthesize it. The reactants are: Cl[C:2]1[C:3](=[O:19])[N:4]([CH2:15][CH2:16][O:17][CH3:18])[S:5](=[O:14])(=[O:13])[C:6]=1[C:7]1[CH:12]=[CH:11][CH:10]=[CH:9][CH:8]=1.[N:20]1([C:26]2[CH:32]=[CH:31][C:29]([NH2:30])=[CH:28][CH:27]=2)[CH2:25][CH2:24][O:23][CH2:22][CH2:21]1.